From a dataset of Reaction yield outcomes from USPTO patents with 853,638 reactions. Predict the reaction yield, written as a fraction of the theoretical maximum amount of product (1.0 means a 100% yield; for example, 0.34 means a 34% yield). The reactants are [CH3:1][C:2]1([CH3:42])[C:6]([CH3:8])([CH3:7])[O:5][B:4]([C:9]2[CH:10]=[CH:11][C:12]3[C:41]4[C:17](=[C:18]5[C:38](=[CH:39][CH:40]=4)[C:22]4[N:23]=[C:24]([C@@H:26]6[CH2:30][CH2:29][CH2:28][N:27]6[C:31](OC(C)(C)C)=[O:32])[NH:25][C:21]=4[CH:20]=[CH:19]5)[O:16][CH2:15][C:13]=3[CH:14]=2)[O:3]1.Cl.[CH3:44][O:45][C:46]([NH:48][C@@H:49]([CH:53]([CH3:55])[CH3:54])C(O)=O)=[O:47].CN(C(ON1N=NC2C=CC=NC1=2)=[N+](C)C)C.F[P-](F)(F)(F)(F)F.C(N(C(C)C)CC)(C)C. The catalyst is C(OCC)(=O)C.C(O)C. The product is [CH3:54][CH:53]([CH3:55])[C@H:49]([NH:48][C:46](=[O:47])[O:45][CH3:44])[C:31](=[O:32])[N:27]1[CH2:28][CH2:29][CH2:30][C@H:26]1[C:24]1[NH:25][C:21]2[CH:20]=[CH:19][C:18]3[C:38](=[CH:39][CH:40]=[C:41]4[C:12]5[CH:11]=[CH:10][C:9]([B:4]6[O:3][C:2]([CH3:42])([CH3:1])[C:6]([CH3:7])([CH3:8])[O:5]6)=[CH:14][C:13]=5[CH2:15][O:16][C:17]4=3)[C:22]=2[N:23]=1. The yield is 0.720.